Predict the reactants needed to synthesize the given product. From a dataset of Full USPTO retrosynthesis dataset with 1.9M reactions from patents (1976-2016). Given the product [CH2:13]([C:3]1[C:2]([CH3:1])=[CH:7][C:6]([NH:8][C:9](=[O:10])[CH3:11])=[CH:5][CH:4]=1)[CH3:14], predict the reactants needed to synthesize it. The reactants are: [CH3:1][C:2]1[CH:7]=[C:6]([NH:8][C:9]([CH3:11])=[O:10])[CH:5]=[CH:4][C:3]=1Br.[CH2:13](B(O)O)[CH3:14].C([O-])([O-])=O.[Cs+].[Cs+].C(Cl)Cl.